From a dataset of NCI-60 drug combinations with 297,098 pairs across 59 cell lines. Regression. Given two drug SMILES strings and cell line genomic features, predict the synergy score measuring deviation from expected non-interaction effect. (1) Drug 1: CC(CN1CC(=O)NC(=O)C1)N2CC(=O)NC(=O)C2. Drug 2: CCN(CC)CCCC(C)NC1=C2C=C(C=CC2=NC3=C1C=CC(=C3)Cl)OC. Cell line: T-47D. Synergy scores: CSS=9.60, Synergy_ZIP=-3.52, Synergy_Bliss=-2.46, Synergy_Loewe=-2.36, Synergy_HSA=-2.21. (2) Drug 1: CC1=CC2C(CCC3(C2CCC3(C(=O)C)OC(=O)C)C)C4(C1=CC(=O)CC4)C. Drug 2: CN1C(=O)N2C=NC(=C2N=N1)C(=O)N. Cell line: HCT-15. Synergy scores: CSS=-1.49, Synergy_ZIP=1.55, Synergy_Bliss=1.94, Synergy_Loewe=-1.18, Synergy_HSA=-0.737. (3) Drug 1: CN(CC1=CN=C2C(=N1)C(=NC(=N2)N)N)C3=CC=C(C=C3)C(=O)NC(CCC(=O)O)C(=O)O. Drug 2: C1C(C(OC1N2C=C(C(=O)NC2=O)F)CO)O. Cell line: SF-539. Synergy scores: CSS=41.2, Synergy_ZIP=-6.03, Synergy_Bliss=-6.21, Synergy_Loewe=-4.96, Synergy_HSA=-0.571. (4) Drug 1: C1=NC2=C(N1)C(=S)N=CN2. Drug 2: COC1=NC(=NC2=C1N=CN2C3C(C(C(O3)CO)O)O)N. Cell line: SW-620. Synergy scores: CSS=1.78, Synergy_ZIP=-0.270, Synergy_Bliss=1.74, Synergy_Loewe=0.875, Synergy_HSA=1.10.